From a dataset of Reaction yield outcomes from USPTO patents with 853,638 reactions. Predict the reaction yield, written as a fraction of the theoretical maximum amount of product (1.0 means a 100% yield; for example, 0.34 means a 34% yield). (1) The reactants are N[C:2]1[CH:3]=[C:4]([CH:9]=[C:10]([N+:12]([O-:14])=[O:13])[CH:11]=1)[C:5]([O:7][CH3:8])=[O:6].N([O-])=O.[Na+].[BrH:19]. The catalyst is O.[Cu]Br. The product is [Br:19][C:2]1[CH:3]=[C:4]([CH:9]=[C:10]([N+:12]([O-:14])=[O:13])[CH:11]=1)[C:5]([O:7][CH3:8])=[O:6]. The yield is 0.670. (2) The reactants are [Br:1][C:2]1[C:3]([N:21]([CH3:26])[S:22]([CH3:25])(=[O:24])=[O:23])=[CH:4][C:5]2[O:9][C:8]([C:10]3[CH2:14][CH2:13][CH2:12][CH:11]=3)=[C:7]([C:15]([O:17]CC)=[O:16])[C:6]=2[CH:20]=1.[Li+].[OH-]. The catalyst is O1CCOCC1.O. The product is [Br:1][C:2]1[C:3]([N:21]([CH3:26])[S:22]([CH3:25])(=[O:23])=[O:24])=[CH:4][C:5]2[O:9][C:8]([C:10]3[CH2:14][CH2:13][CH2:12][CH:11]=3)=[C:7]([C:15]([OH:17])=[O:16])[C:6]=2[CH:20]=1. The yield is 0.840. (3) The reactants are [CH3:1]C(C)([O-])C.[K+].[CH:7]([C:9]1[C:18]2[C:13](=[CH:14][CH:15]=[CH:16][CH:17]=2)[C:12]([NH:19][C:20](=[O:26])[O:21][C:22]([CH3:25])([CH3:24])[CH3:23])=[CH:11][CH:10]=1)=O.[NH4+].[Cl-]. The catalyst is [Br-].C[P+](C1C=CC=CC=1)(C1C=CC=CC=1)C1C=CC=CC=1.C1COCC1. The product is [CH:7]([C:9]1[C:18]2[C:13](=[CH:14][CH:15]=[CH:16][CH:17]=2)[C:12]([NH:19][C:20](=[O:26])[O:21][C:22]([CH3:25])([CH3:24])[CH3:23])=[CH:11][CH:10]=1)=[CH2:1]. The yield is 0.720. (4) The reactants are Cl[CH2:2][C:3]1[CH:4]=[CH:5][C:6]([O:10][C:11]2[CH:16]=[CH:15][CH:14]=[C:13]([F:17])[N:12]=2)=[C:7]([OH:9])[CH:8]=1.[Na].[I-].[Na+].[NH4+].[Cl-].[CH3:23][OH:24]. No catalyst specified. The product is [F:17][C:13]1[N:12]=[C:11]([O:10][C:6]2[CH:5]=[CH:4][C:3]([CH2:2][O:24][CH3:23])=[CH:8][C:7]=2[OH:9])[CH:16]=[CH:15][CH:14]=1. The yield is 1.00. (5) The reactants are [N:1]([C:4]1[CH:5]=[C:6]([C:12]([F:15])([F:14])[F:13])[C:7]([C:10]#[N:11])=[N:8][CH:9]=1)=[C:2]=[S:3].[OH:16][C:17]1[CH:22]=[CH:21][C:20]([C:23]2[CH:28]=[CH:27][C:26]([NH:29][C:30]([CH3:34])([CH3:33])[C:31]#[N:32])=[CH:25][CH:24]=2)=[CH:19][CH:18]=1. The catalyst is CN(C)C1C=CN=CC=1.C1(C)C=CC=CC=1. The product is [OH:16][C:17]1[CH:22]=[CH:21][C:20]([C:23]2[CH:28]=[CH:27][C:26]([N:29]3[C:30]([CH3:33])([CH3:34])[C:31](=[NH:32])[N:1]([C:4]4[CH:5]=[C:6]([C:12]([F:15])([F:13])[F:14])[C:7]([C:10]#[N:11])=[N:8][CH:9]=4)[C:2]3=[S:3])=[CH:25][CH:24]=2)=[CH:19][CH:18]=1. The yield is 0.170. (6) The reactants are [CH3:1][O:2][C:3]([NH:5][C@@H:6]1[CH:14]2[C:15](=[O:24])[CH2:16][C@H:17]([C:19]([O:21][CH2:22][CH3:23])=[O:20])[CH2:18][N:12]3[C:13]2=[C:9]([CH:10]=[CH:11]3)[CH2:8][CH2:7]1)=[O:4].[Br:25]N1C(=O)CCC1=O. The catalyst is CN(C)C=O. The product is [Br:25][C:11]1[N:12]2[CH2:18][C@@H:17]([C:19]([O:21][CH2:22][CH3:23])=[O:20])[CH2:16][C:15](=[O:24])[CH:14]3[C@@H:6]([NH:5][C:3]([O:2][CH3:1])=[O:4])[CH2:7][CH2:8][C:9]([CH:10]=1)=[C:13]23. The yield is 0.790. (7) The reactants are Br[C:2]1[CH:7]=[CH:6][C:5]([N+:8]([O-:10])=[O:9])=[CH:4][C:3]=1[N:11]([CH2:15][C:16]([CH3:18])=[CH2:17])[C:12](=[O:14])[CH3:13].C([O-])=O.[Na+].C([O-])(=O)C.[Na+]. The catalyst is O.[Cl-].C([N+](CC)(CC)CC)C.CN(C=O)C.C([O-])(=O)C.[Pd+2].C([O-])(=O)C. The product is [CH3:17][C:16]1([CH3:18])[C:2]2[C:3](=[CH:4][C:5]([N+:8]([O-:10])=[O:9])=[CH:6][CH:7]=2)[N:11]([C:12](=[O:14])[CH3:13])[CH2:15]1. The yield is 0.880. (8) The product is [Br:1][C:2]1[C:7](=[O:8])[N:6]([C:9]2[CH:10]=[C:11]([CH:16]=[CH:17][C:18]=2[CH3:19])[C:12]([NH:41][CH3:40])=[O:14])[C:5]([NH:20][CH3:21])=[N:4][C:3]=1[O:22][CH2:23][C:24]1[CH:29]=[CH:28][C:27]([F:30])=[CH:26][C:25]=1[F:31]. The reactants are [Br:1][C:2]1[C:7](=[O:8])[N:6]([C:9]2[CH:10]=[C:11]([CH:16]=[CH:17][C:18]=2[CH3:19])[C:12]([O:14]C)=O)[C:5]([NH:20][CH3:21])=[N:4][C:3]=1[O:22][CH2:23][C:24]1[CH:29]=[CH:28][C:27]([F:30])=[CH:26][C:25]=1[F:31].ClC(OCC(C)C)=O.[CH3:40][N:41]1CCOCC1.CN. The yield is 0.270. The catalyst is CN(C)C(=O)C.C(Cl)Cl. (9) The reactants are Cl.[CH3:2][NH:3][OH:4].[CH3:5][O-:6].[Na+].[Br:8][C:9]1[CH:10]=[C:11]2C(=[CH:17][CH:18]=1)O[CH:14]([C:19]1[CH:24]=[CH:23][N:22]=[CH:21][CH:20]=1)[CH2:13]/[C:12]/2=[N:25]\[C:26]#[N:27]. The catalyst is CO. The product is [Br:8][C:9]1[CH:10]=[C:11]2[C:12]3([O:4][N:3]([CH3:2])[C:26]([NH2:27])=[N:25]3)[CH2:13][CH:14]([C:19]3[CH:20]=[CH:21][N:22]=[CH:23][CH:24]=3)[O:6][C:5]2=[CH:17][CH:18]=1. The yield is 0.300.